Dataset: Full USPTO retrosynthesis dataset with 1.9M reactions from patents (1976-2016). Task: Predict the reactants needed to synthesize the given product. (1) Given the product [C:22]([O:26][CH2:27][CH:28]([CH3:32])[CH2:29][O:30][NH:31][C:50]([C:49]1[C:41]([NH:40][C:37]2[CH:38]=[CH:39][C:34]([Br:33])=[CH:35][C:36]=2[F:59])=[CH:42][C:43](=[O:58])[N:44]2[C:48]=1[CH:47]1[O:53][C:54]([CH3:57])([CH3:56])[O:55][CH:46]1[CH2:45]2)=[O:51])([CH3:25])([CH3:23])[CH3:24], predict the reactants needed to synthesize it. The reactants are: CCN=C=NCCCN(C)C.C1C=CC2N(O)N=NC=2C=1.[C:22]([O:26][CH2:27][CH:28]([CH3:32])[CH2:29][O:30][NH2:31])([CH3:25])([CH3:24])[CH3:23].[Br:33][C:34]1[CH:39]=[CH:38][C:37]([NH:40][C:41]2[C:49]([C:50](O)=[O:51])=[C:48]3[N:44]([CH2:45][CH:46]4[O:55][C:54]([CH3:57])([CH3:56])[O:53][CH:47]43)[C:43](=[O:58])[CH:42]=2)=[C:36]([F:59])[CH:35]=1. (2) Given the product [N:21]([CH2:2][CH2:3][C:4]1[C:12]2[C:7](=[N:8][CH:9]=[C:10]([Cl:13])[CH:11]=2)[NH:6][C:5]=1[Si:14]([CH2:19][CH3:20])([CH2:17][CH3:18])[CH2:15][CH3:16])=[N+:22]=[N-:23], predict the reactants needed to synthesize it. The reactants are: Br[CH2:2][CH2:3][C:4]1[C:12]2[C:7](=[N:8][CH:9]=[C:10]([Cl:13])[CH:11]=2)[NH:6][C:5]=1[Si:14]([CH2:19][CH3:20])([CH2:17][CH3:18])[CH2:15][CH3:16].[N-:21]=[N+:22]=[N-:23].[Na+]. (3) Given the product [C:16]([C:2]1[CH:7]=[CH:6][C:5]([CH:8]([OH:11])[CH2:9][OH:10])=[CH:4][CH:3]=1)#[CH:17], predict the reactants needed to synthesize it. The reactants are: I[C:2]1[CH:7]=[CH:6][C:5]([CH:8]([OH:11])[CH2:9][OH:10])=[CH:4][CH:3]=1.C[Si]([C:16]#[CH:17])(C)C.[Cl-].[NH4+].Cl. (4) Given the product [OH:23][C:20]([CH3:22])([CH3:21])[CH2:19][CH2:18][O:29][C:30]1[CH:31]=[CH:32][C:33]([N:36]2[C:45]3[C:40](=[CH:41][CH:42]=[C:43]([C:47]([O:49][CH3:50])=[O:48])[C:44]=3[CH3:46])[CH2:39][CH2:38][CH2:37]2)=[CH:34][CH:35]=1, predict the reactants needed to synthesize it. The reactants are: C(=O)([O-])[O-].[K+].[K+].CC1C=CC(S(O[CH2:18][CH2:19][C:20]([OH:23])([CH3:22])[CH3:21])(=O)=O)=CC=1.CN(C=O)C.[OH:29][C:30]1[CH:35]=[CH:34][C:33]([N:36]2[C:45]3[C:40](=[CH:41][CH:42]=[C:43]([C:47]([O:49][CH3:50])=[O:48])[C:44]=3[CH3:46])[CH2:39][CH2:38][CH2:37]2)=[CH:32][CH:31]=1. (5) Given the product [F:39][C:40]([F:45])([F:44])[C:41]([OH:43])=[O:42].[Cl:19][C:15]1[C:14]([F:20])=[C:13]([CH:12]2[C:11]([C:23]3[CH:28]=[CH:27][C:26]([Cl:29])=[CH:25][C:24]=3[F:30])([C:21]#[N:22])[CH:10]([CH2:31][C:32]([C:35]([O:37][CH3:38])=[O:36])([CH3:34])[CH3:33])[NH:9][CH:8]2[C:6]([OH:7])=[O:5])[CH:18]=[CH:17][CH:16]=1, predict the reactants needed to synthesize it. The reactants are: C([O:5][C:6]([CH:8]1[CH:12]([C:13]2[CH:18]=[CH:17][CH:16]=[C:15]([Cl:19])[C:14]=2[F:20])[C:11]([C:23]2[CH:28]=[CH:27][C:26]([Cl:29])=[CH:25][C:24]=2[F:30])([C:21]#[N:22])[CH:10]([CH2:31][C:32]([C:35]([O:37][CH3:38])=[O:36])([CH3:34])[CH3:33])[NH:9]1)=[O:7])(C)(C)C.[F:39][C:40]([F:45])([F:44])[C:41]([OH:43])=[O:42]. (6) Given the product [C:40]([C:35]1[CH:34]=[CH:33][C:32]([CH2:31][N:21]([CH2:20][CH2:19][CH2:18][N:8]([CH2:1][C:2]2[CH:7]=[CH:6][C:5]([C:2]([CH3:7])([CH3:3])[CH3:1])=[CH:4][CH:3]=2)[C:9]([O:10][CH2:11][C:12]2[S:16][CH:15]=[N:14][CH:13]=2)=[O:17])[C:22](=[O:23])[O:24][CH2:25][C:26]2[S:30][CH:29]=[N:28][CH:27]=2)=[CH:37][CH:36]=1)([CH3:43])([CH3:42])[CH3:41], predict the reactants needed to synthesize it. The reactants are: [CH2:1]([N:8]([CH2:18][CH2:19][CH2:20][N:21]([CH2:31][C:32]1[CH:37]=[CH:36][CH:35]=[CH:34][CH:33]=1)[C:22]([O:24][CH2:25][C:26]1[S:30][CH:29]=[N:28][CH:27]=1)=[O:23])[C:9](=[O:17])[O:10][CH2:11][C:12]1[S:16][CH:15]=[N:14][CH:13]=1)[C:2]1[CH:7]=[CH:6][CH:5]=[CH:4][CH:3]=1.[H-].[Na+].[C:40](C1C=CC(CBr)=CC=1)([CH3:43])([CH3:42])[CH3:41]. (7) Given the product [CH3:15][O:14][C:12](=[O:13])[CH2:11][O:9][C:3]1[CH:4]=[C:5]([F:8])[CH:6]=[CH:7][C:2]=1[Br:1], predict the reactants needed to synthesize it. The reactants are: [Br:1][C:2]1[CH:7]=[CH:6][C:5]([F:8])=[CH:4][C:3]=1[OH:9].Br[CH2:11][C:12]([O:14][CH3:15])=[O:13].C(=O)([O-])[O-].[K+].[K+].O. (8) Given the product [CH3:13][C:10]1[N:9]([CH:14]([CH3:16])[CH3:15])[C:8]([C:6]2[CH:5]=[CH:4][N:3]=[C:2]([NH:17][C@H:18]3[CH2:23][CH2:22][C@H:21]([NH:24][C:25](=[O:31])[O:26][C:27]([CH3:29])([CH3:28])[CH3:30])[CH2:20][CH2:19]3)[N:7]=2)=[CH:12][N:11]=1, predict the reactants needed to synthesize it. The reactants are: Cl[C:2]1[N:7]=[C:6]([C:8]2[N:9]([CH:14]([CH3:16])[CH3:15])[C:10]([CH3:13])=[N:11][CH:12]=2)[CH:5]=[CH:4][N:3]=1.[NH2:17][C@H:18]1[CH2:23][CH2:22][C@H:21]([NH:24][C:25](=[O:31])[O:26][C:27]([CH3:30])([CH3:29])[CH3:28])[CH2:20][CH2:19]1.C(N(CC)CC)C. (9) Given the product [Cl:24][C:18]1[N:20]=[C:6]([CH:7]([F:8])[F:9])[CH:16]=[CH:15][N:17]=1, predict the reactants needed to synthesize it. The reactants are: [F:8][CH:7]([F:9])[C:6](O[C:6](=O)[CH:7]([F:9])[F:8])=O.C(O[CH2:15][CH3:16])=C.[NH2:17][C:18]([NH2:20])=O.Cl.P(Cl)(Cl)([Cl:24])=O. (10) Given the product [CH3:23][N:6]1[CH2:7][CH:1]2[CH2:8][C:5]1([C:9]1[NH:13][C:12]3[CH:14]=[CH:15][CH:16]=[C:17]([C:18]([NH2:20])=[O:19])[C:11]=3[N:10]=1)[CH2:4][CH2:3][CH2:2]2, predict the reactants needed to synthesize it. The reactants are: [CH:1]12[CH2:8][C:5]([C:9]3[NH:13][C:12]4[CH:14]=[CH:15][CH:16]=[C:17]([C:18]([NH2:20])=[O:19])[C:11]=4[N:10]=3)([NH:6][CH2:7]1)[CH2:4][CH2:3][CH2:2]2.C=O.[C:23]([BH3-])#N.[Na+].